This data is from Full USPTO retrosynthesis dataset with 1.9M reactions from patents (1976-2016). The task is: Predict the reactants needed to synthesize the given product. (1) The reactants are: FC(F)(F)S(O[C:7]1[CH:16]=[CH:15][C:14]2[C:9](=[CH:10][CH:11]=[CH:12][C:13]=2[NH:17][C:18]([O:20][C:21]([CH3:24])([CH3:23])[CH3:22])=[O:19])[CH:8]=1)(=O)=O.[Cl:27][C:28]1[CH:29]=[C:30]([C:35]2([C:40]([F:43])([F:42])[F:41])[CH2:39][CH2:38][NH:37][CH2:36]2)[CH:31]=[C:32]([Cl:34])[CH:33]=1.CC(C)([O-])C.[Na+].C1(P(C2C=CC=CC=2)C2C3OC4C(=CC=CC=4P(C4C=CC=CC=4)C4C=CC=CC=4)C(C)(C)C=3C=CC=2)C=CC=CC=1. Given the product [Cl:34][C:32]1[CH:31]=[C:30]([C:35]2([C:40]([F:43])([F:42])[F:41])[CH2:39][CH2:38][N:37]([C:7]3[CH:8]=[C:9]4[C:14](=[CH:15][CH:16]=3)[C:13]([NH:17][C:18](=[O:19])[O:20][C:21]([CH3:22])([CH3:23])[CH3:24])=[CH:12][CH:11]=[CH:10]4)[CH2:36]2)[CH:29]=[C:28]([Cl:27])[CH:33]=1, predict the reactants needed to synthesize it. (2) Given the product [C@H:34]1([N:33]2[CH:29]=[N:30][C:31]([C:43]([NH2:45])=[O:44])=[N:32]2)[O:38][C@@H:37]([CH2:39][OH:40])[C@H:36]([OH:41])[C@@H:35]1[OH:42], predict the reactants needed to synthesize it. The reactants are: C(O[C@H]1[C@@H](OC(=O)C)[C@H](COC(=O)C)O[C@@H]1N1C=NC(C(OC)=O)=N1)(=O)C.O.[CH:29]1[N:33]([C@@H:34]2[O:38][C@H:37]([CH2:39][OH:40])[C@@H:36]([OH:41])[C@H:35]2[OH:42])[N:32]=[C:31]([C:43]([NH2:45])=[O:44])[N:30]=1. (3) Given the product [F:8][C:9]1[C:14]([C:15]2[CH:16]=[CH:17][C:18]([CH2:21][S:22]([CH3:23])(=[O:3])=[O:1])=[CH:19][CH:20]=2)=[CH:13][C:12]([C:24]2[N:25]=[C:26]([CH:36]([CH3:38])[CH3:37])[NH:27][C:28]=2[C:29]2[CH:34]=[CH:33][CH:32]=[C:31]([CH3:35])[N:30]=2)=[CH:11][CH:10]=1, predict the reactants needed to synthesize it. The reactants are: [OH2:1].I([O-])(=O)(=O)=[O:3].[Na+].[F:8][C:9]1[C:14]([C:15]2[CH:20]=[CH:19][C:18]([CH2:21][S:22][CH3:23])=[CH:17][CH:16]=2)=[CH:13][C:12]([C:24]2[N:25]=[C:26]([CH:36]([CH3:38])[CH3:37])[NH:27][C:28]=2[C:29]2[CH:34]=[CH:33][CH:32]=[C:31]([CH3:35])[N:30]=2)=[CH:11][CH:10]=1. (4) The reactants are: Cl.[CH2:2]([S:9][CH2:10][C@:11]([CH3:28])([NH:14][C@H:15]([C:22]1[CH:27]=[CH:26][CH:25]=[CH:24][CH:23]=1)[CH2:16][O:17][Si](C)(C)C)[C:12]#N)[C:3]1[CH:8]=[CH:7][CH:6]=[CH:5][CH:4]=1.C(Cl)Cl.[OH2:32]. Given the product [CH2:2]([S:9][CH2:10][C@@:11]1([CH3:28])[C:12](=[O:32])[O:17][CH2:16][C@@H:15]([C:22]2[CH:27]=[CH:26][CH:25]=[CH:24][CH:23]=2)[NH:14]1)[C:3]1[CH:8]=[CH:7][CH:6]=[CH:5][CH:4]=1, predict the reactants needed to synthesize it. (5) Given the product [OH:24][CH2:23][C:3]1[C:4]([C:8]2[CH:13]=[CH:12][N:11]=[C:10]3[NH:14][C:15]([C:17]4[CH:18]=[N:19][N:20]([CH3:22])[CH:21]=4)=[N:16][C:9]=23)=[CH:5][CH:6]=[CH:7][C:2]=1[NH:1][C:34]([C:26]1[S:25][C:29]2[CH2:30][CH2:31][CH2:32][CH2:33][C:28]=2[CH:27]=1)=[O:35], predict the reactants needed to synthesize it. The reactants are: [NH2:1][C:2]1[CH:7]=[CH:6][CH:5]=[C:4]([C:8]2[CH:13]=[CH:12][N:11]=[C:10]3[NH:14][C:15]([C:17]4[CH:18]=[N:19][N:20]([CH3:22])[CH:21]=4)=[N:16][C:9]=23)[C:3]=1[CH2:23][OH:24].[S:25]1[C:29]2[CH2:30][CH2:31][CH2:32][CH2:33][C:28]=2[CH:27]=[C:26]1[C:34](OC)=[O:35]. (6) Given the product [CH3:21][C:22]1[CH:27]=[CH:26][C:25]([NH:28][C:29]([CH:4]2[C:5](=[O:12])[CH:6]3[C:9]([CH3:10])([CH3:11])[C@:2]([CH3:1])([CH2:8][CH2:7]3)[C:3]2=[O:13])=[O:30])=[CH:24][CH:23]=1, predict the reactants needed to synthesize it. The reactants are: [CH3:1][C@@:2]12[C:9]([CH3:11])([CH3:10])[CH:6]([CH2:7][CH2:8]1)[C:5](=[O:12])[CH2:4][C:3]2=[O:13].C(N(CC)CC)C.[CH3:21][C:22]1[CH:27]=[CH:26][C:25]([N:28]=[C:29]=[O:30])=[CH:24][CH:23]=1.Cl.